Dataset: Catalyst prediction with 721,799 reactions and 888 catalyst types from USPTO. Task: Predict which catalyst facilitates the given reaction. Reactant: C[O:2][C:3](=[O:42])[C:4]1[CH:9]=[CH:8][C:7]([NH:10][C:11](=[O:41])[CH2:12][N:13]2[CH2:17][C@H:16]([C:18]3[CH:23]=[CH:22][CH:21]=[C:20]([Cl:24])[C:19]=3[F:25])[C@:15]([C:28]3[CH:33]=[CH:32][C:31]([Cl:34])=[CH:30][C:29]=3[F:35])([C:26]#[N:27])[C@@H:14]2[CH2:36][C:37]([CH3:40])([CH3:39])[CH3:38])=[CH:6][CH:5]=1.[OH-].[Na+].CO.Cl. Product: [Cl:24][C:20]1[C:19]([F:25])=[C:18]([C@H:16]2[CH2:17][N:13]([CH2:12][C:11]([NH:10][C:7]3[CH:6]=[CH:5][C:4]([C:3]([OH:42])=[O:2])=[CH:9][CH:8]=3)=[O:41])[C@@H:14]([CH2:36][C:37]([CH3:40])([CH3:39])[CH3:38])[C@@:15]2([C:28]2[CH:33]=[CH:32][C:31]([Cl:34])=[CH:30][C:29]=2[F:35])[C:26]#[N:27])[CH:23]=[CH:22][CH:21]=1. The catalyst class is: 7.